This data is from Reaction yield outcomes from USPTO patents with 853,638 reactions. The task is: Predict the reaction yield, written as a fraction of the theoretical maximum amount of product (1.0 means a 100% yield; for example, 0.34 means a 34% yield). (1) The reactants are [C:1]([O:5][C:6]([N:8]1[CH2:13][CH2:12][O:11][CH:10]([C:14]([OH:16])=O)[CH2:9]1)=[O:7])([CH3:4])([CH3:3])[CH3:2].CN([C:20]([O:24][N:25]1N=NC2C=CC=N[C:26]1=2)=[N+](C)C)C.F[P-](F)(F)(F)(F)F.CCN(C(C)C)C(C)C.O. The catalyst is C(Cl)Cl. The product is [CH3:20][O:24][N:25]([CH3:26])[C:14]([CH:10]1[O:11][CH2:12][CH2:13][N:8]([C:6]([O:5][C:1]([CH3:2])([CH3:3])[CH3:4])=[O:7])[CH2:9]1)=[O:16]. The yield is 0.840. (2) The reactants are [CH3:1][O:2][C:3]([C:5]1[C:9]2[CH:10]=[CH:11][C:12](B3OC(C)(C)C(C)(C)O3)=[CH:13][C:8]=2[O:7][C:6]=1[CH3:23])=[O:4].Br[C:25]1[CH:48]=[CH:47][C:28]([O:29][CH2:30][C:31]2[C:32]([C:39]3[C:44]([Cl:45])=[CH:43][CH:42]=[CH:41][C:40]=3[Cl:46])=[N:33][O:34][C:35]=2[CH:36]2[CH2:38][CH2:37]2)=[CH:27][C:26]=1[CH3:49].N#N.C1(P(C2CCCCC2)C2(OC)CC=CC(OC)=C2C2C=CC=CC=2)CCCCC1.P([O-])([O-])([O-])=O.[K+].[K+].[K+]. The catalyst is C1(C)C=CC=CC=1.O.CC([O-])=O.CC([O-])=O.[Pd+2]. The product is [CH3:1][O:2][C:3]([C:5]1[C:9]2[CH:10]=[CH:11][C:12]([C:25]3[CH:48]=[CH:47][C:28]([O:29][CH2:30][C:31]4[C:32]([C:39]5[C:44]([Cl:45])=[CH:43][CH:42]=[CH:41][C:40]=5[Cl:46])=[N:33][O:34][C:35]=4[CH:36]4[CH2:38][CH2:37]4)=[CH:27][C:26]=3[CH3:49])=[CH:13][C:8]=2[O:7][C:6]=1[CH3:23])=[O:4]. The yield is 0.550. (3) The product is [CH:16]([C:3]1[C:4]2[NH:5][C:6]3[C:11](=[CH:10][CH:9]=[CH:8][CH:7]=3)[S:12][C:13]=2[CH:14]=[CH:15][CH:2]=1)([CH3:20])[CH3:17]. No catalyst specified. The yield is 0.520. The reactants are Cl[C:2]1[CH:15]=[CH:14][C:13]2[S:12][C:11]3[C:6](=[CH:7][CH:8]=[CH:9][CH:10]=3)[NH:5][C:4]=2[CH:3]=1.[CH2:16]1[CH2:20]OC[CH2:17]1. (4) The reactants are [F:1][C:2]([F:22])([F:21])[C:3]1[CH:4]=[C:5]([C:9]2[CH:10]=[CH:11][C:12]3[N:18]4[CH2:19][C@H:15]([CH2:16][CH2:17]4)[NH:14][C:13]=3[N:20]=2)[CH:6]=[CH:7][CH:8]=1.[H-].[Na+].[N:25]([C:28]1[CH:29]=[C:30]([C:34]2[O:38][CH:37]=[N:36][CH:35]=2)[CH:31]=[CH:32][CH:33]=1)=[C:26]=[S:27].CO. The catalyst is CN(C=O)C. The product is [O:38]1[C:34]([C:30]2[CH:29]=[C:28]([NH:25][C:26]([N:14]3[C@@H:15]4[CH2:19][N:18]([CH2:17][CH2:16]4)[C:12]4[CH:11]=[CH:10][C:9]([C:5]5[CH:6]=[CH:7][CH:8]=[C:3]([C:2]([F:21])([F:1])[F:22])[CH:4]=5)=[N:20][C:13]3=4)=[S:27])[CH:33]=[CH:32][CH:31]=2)=[CH:35][N:36]=[CH:37]1. The yield is 0.460. (5) The reactants are [CH:1]1[C:6]([CH:7]=O)=[CH:5][C:4]2[O:9][CH2:10][O:11][C:3]=2[CH:2]=1.[CH3:12][C:13]([C:15]1[CH:20]=[C:19]([O:21][CH3:22])[CH:18]=[C:17]([O:23][CH3:24])[CH:16]=1)=[O:14].[OH-].[Na+]. The catalyst is CO. The product is [CH2:10]1[O:11][C:3]2[CH:2]=[CH:1][C:6](/[CH:7]=[CH:12]/[C:13]([C:15]3[CH:16]=[C:17]([O:23][CH3:24])[CH:18]=[C:19]([O:21][CH3:22])[CH:20]=3)=[O:14])=[CH:5][C:4]=2[O:9]1. The yield is 0.250. (6) The reactants are [CH3:1][O:2][C:3](=[O:11])[C:4]1[CH:9]=[CH:8][CH:7]=[C:6]([NH2:10])[CH:5]=1.C(N(CC)CC)C.[CH3:19][C:20]1[CH:28]=[CH:27][CH:26]=[CH:25][C:21]=1[C:22](Cl)=[O:23]. The catalyst is C1(C)C=CC=CC=1.C(OCC)(=O)C. The product is [CH3:1][O:2][C:3](=[O:11])[C:4]1[CH:9]=[CH:8][CH:7]=[C:6]([NH:10][C:22](=[O:23])[C:21]2[CH:25]=[CH:26][CH:27]=[CH:28][C:20]=2[CH3:19])[CH:5]=1. The yield is 0.950. (7) The reactants are [S:1]([N:11]1[C:15]2=[N:16][CH:17]=[C:18](C=O)[N:19]=[C:14]2[CH:13]=[CH:12]1)([C:4]1[CH:10]=[CH:9][C:7]([CH3:8])=[CH:6][CH:5]=1)(=[O:3])=[O:2].NO.CC(O)=O.[C:28]([O:32][C:33]([NH:35][C:36]12[CH2:43][CH2:42][C:39]([C:44]([OH:46])=O)([CH2:40][CH2:41]1)[CH2:38][CH2:37]2)=[O:34])([CH3:31])([CH3:30])[CH3:29].[CH3:47][N:48](C(ON1N=NC2C=CC=NC1=2)=[N+](C)C)C.F[P-](F)(F)(F)(F)F. The catalyst is CO.C1COCC1.C(Cl)Cl.C([O-])(O)=O.[Na+].[Zn]. The product is [C:28]([O:32][C:33](=[O:34])[NH:35][C:36]12[CH2:43][CH2:42][C:39]([C:44](=[O:46])[NH:48][CH2:47][C:18]3[N:19]=[C:14]4[CH:13]=[CH:12][N:11]([S:1]([C:4]5[CH:5]=[CH:6][C:7]([CH3:8])=[CH:9][CH:10]=5)(=[O:3])=[O:2])[C:15]4=[N:16][CH:17]=3)([CH2:40][CH2:41]1)[CH2:38][CH2:37]2)([CH3:31])([CH3:30])[CH3:29]. The yield is 0.230. (8) The reactants are [Br:1]/[CH:2]=[C:3]1\[CH2:4][CH2:5][CH2:6][C@@:7]2([CH3:26])[C@H:11]\1[CH2:10][C:9](=O)/[C:8]/2=[CH:13]\N(CCC1C=CC=CC=1)C(=O)C.[BH4-].[Na+].S(=O)(=O)(O)[OH:30]. The catalyst is CO.O1CCCC1.C(OCC)C.O. The product is [Br:1]/[CH:2]=[C:3]1/[C@H:11]2[C@:7]([CH3:26])([CH2:6][CH2:5][CH2:4]/1)[C:8]([CH:13]=[O:30])=[CH:9][CH2:10]2. The yield is 0.940. (9) The reactants are [CH3:1][O:2][C:3]1[CH:8]=[N:7][C:6]([N:9]2[CH:13]=[N:12][C:11]([CH2:14][OH:15])=[N:10]2)=[C:5]2[NH:16][CH:17]=[CH:18][C:4]=12.C([Mg]Br)C.N1C=CC=CC=1.Cl[C:30](=[O:36])[C:31]([O:33][CH2:34][CH3:35])=[O:32]. The catalyst is C1COCC1. The product is [OH:15][CH2:14][C:11]1[N:12]=[CH:13][N:9]([C:6]2[N:7]=[CH:8][C:3]([O:2][CH3:1])=[C:4]3[C:18]([C:30](=[O:36])[C:31]([O:33][CH2:34][CH3:35])=[O:32])=[CH:17][NH:16][C:5]=23)[N:10]=1. The yield is 0.710. (10) The reactants are [Cl:1][C:2]1[C:7]([O:8][CH3:9])=[CH:6][C:5]([O:10][CH3:11])=[C:4]([Cl:12])[C:3]=1[C:13]1[C:24](=[O:25])[N:23]([CH2:26][CH2:27][N:28]2[CH2:33][CH2:32][CH2:31][C@@H:30]([NH:34]C(=O)OC(C)(C)C)[CH2:29]2)[C:16]2[N:17]=[C:18]([NH:21][CH3:22])[N:19]=[CH:20][C:15]=2[CH:14]=1.C(O)(C(F)(F)F)=O.C([O-])(O)=O.[Na+]. The catalyst is C(Cl)Cl. The product is [NH2:34][C@@H:30]1[CH2:31][CH2:32][CH2:33][N:28]([CH2:27][CH2:26][N:23]2[C:16]3[N:17]=[C:18]([NH:21][CH3:22])[N:19]=[CH:20][C:15]=3[CH:14]=[C:13]([C:3]3[C:4]([Cl:12])=[C:5]([O:10][CH3:11])[CH:6]=[C:7]([O:8][CH3:9])[C:2]=3[Cl:1])[C:24]2=[O:25])[CH2:29]1. The yield is 0.990.